Dataset: Forward reaction prediction with 1.9M reactions from USPTO patents (1976-2016). Task: Predict the product of the given reaction. (1) The product is: [C:1]([O-:9])(=[O:8])[C:2]1[CH:7]=[CH:6][CH:5]=[CH:4][CH:3]=1.[CH:24]1[C:25]2[C:20](=[CH:19][C:18]3[C:27]([C:26]=2[CH2:28][N+:29]([CH3:32])([CH3:31])[CH3:30])=[CH:14][CH:15]=[CH:16][CH:17]=3)[CH:21]=[CH:22][CH:23]=1. Given the reactants [C:1]([OH:9])(=[O:8])[C:2]1[CH:7]=[CH:6][CH:5]=[CH:4][CH:3]=1.C(#N)C.[Cl-].[CH:14]1[C:27]2[C:18](=[CH:19][C:20]3[C:25]([C:26]=2[CH2:28][N+:29]([CH3:32])([CH3:31])[CH3:30])=[CH:24][CH:23]=[CH:22][CH:21]=3)[CH:17]=[CH:16][CH:15]=1, predict the reaction product. (2) Given the reactants [CH3:1][O:2][C:3]([C:5]1[CH:10]=[CH:9][C:8]([C:11]2[CH2:15][C:14]3([CH2:20][CH2:19][N:18](C(OC(C)(C)C)=O)[CH2:17][CH2:16]3)[O:13][N:12]=2)=[CH:7][CH:6]=1)=[O:4].C(Cl)[Cl:29].Cl, predict the reaction product. The product is: [ClH:29].[CH3:1][O:2][C:3]([C:5]1[CH:10]=[CH:9][C:8]([C:11]2[CH2:15][C:14]3([CH2:20][CH2:19][NH:18][CH2:17][CH2:16]3)[O:13][N:12]=2)=[CH:7][CH:6]=1)=[O:4]. (3) The product is: [NH2:8][C:5]1[N:6]=[CH:7][C:2]([C:25]2[CH:26]=[CH:27][C:22]([C:19]([OH:21])=[O:20])=[CH:23][CH:24]=2)=[CH:3][C:4]=1[O:9][CH2:10][C:11]1[C:16]([F:17])=[CH:15][CH:14]=[CH:13][C:12]=1[Cl:18]. Given the reactants Br[C:2]1[CH:3]=[C:4]([O:9][CH2:10][C:11]2[C:16]([F:17])=[CH:15][CH:14]=[CH:13][C:12]=2[Cl:18])[C:5]([NH2:8])=[N:6][CH:7]=1.[C:19]([C:22]1[CH:27]=[CH:26][C:25](B(O)O)=[CH:24][CH:23]=1)([OH:21])=[O:20].C(=O)([O-])[O-].[K+].[K+].CN(C)C=O, predict the reaction product. (4) Given the reactants [Cl:1][C:2]1[CH:11]=[CH:10][C:5]([C:6]([O:8]C)=O)=[C:4]([CH2:12]Cl)[N:3]=1.[CH2:14]([NH2:23])[C:15]1[CH:22]=[CH:21][C:18]([O:19][CH3:20])=[CH:17][CH:16]=1, predict the reaction product. The product is: [Cl:1][C:2]1[N:3]=[C:4]2[CH2:12][N:23]([CH2:14][C:15]3[CH:22]=[CH:21][C:18]([O:19][CH3:20])=[CH:17][CH:16]=3)[C:6](=[O:8])[C:5]2=[CH:10][CH:11]=1. (5) Given the reactants [NH2:1][C:2]1[CH:3]=[C:4]([C:9]([O:11][CH3:12])=[O:10])[N:5]([CH2:7][CH3:8])[CH:6]=1.CCN(C(C)C)C(C)C.[Cl:22][C:23]1[C:24]([F:53])=[C:25]([C@@H:29]2[C@:33]([C:36]3[CH:41]=[CH:40][C:39]([Cl:42])=[CH:38][C:37]=3[F:43])([C:34]#[N:35])[C@H:32]([CH2:44][C:45]([CH3:48])([CH3:47])[CH3:46])[N:31]([CH3:49])[C@H:30]2[C:50](O)=[O:51])[CH:26]=[CH:27][CH:28]=1.CN(C(ON1N=NC2C=CC=NC1=2)=[N+](C)C)C.F[P-](F)(F)(F)(F)F, predict the reaction product. The product is: [CH3:12][O:11][C:9]([C:4]1[N:5]([CH2:7][CH3:8])[CH:6]=[C:2]([NH:1][C:50]([C@H:30]2[C@H:29]([C:25]3[CH:26]=[CH:27][CH:28]=[C:23]([Cl:22])[C:24]=3[F:53])[C@:33]([C:36]3[CH:41]=[CH:40][C:39]([Cl:42])=[CH:38][C:37]=3[F:43])([C:34]#[N:35])[C@H:32]([CH2:44][C:45]([CH3:47])([CH3:46])[CH3:48])[N:31]2[CH3:49])=[O:51])[CH:3]=1)=[O:10]. (6) The product is: [CH3:1][C:2]([CH3:13])([CH2:6][C:7]1[CH:12]=[CH:11][CH:10]=[CH:9][CH:8]=1)[C:3]([Cl:17])=[O:4]. Given the reactants [CH3:1][C:2]([CH3:13])([CH2:6][C:7]1[CH:12]=[CH:11][CH:10]=[CH:9][CH:8]=1)[C:3](O)=[O:4].C(Cl)(=O)C([Cl:17])=O, predict the reaction product. (7) Given the reactants Br[CH2:2][C:3]1[CH:8]=[CH:7][CH:6]=[C:5]([Cl:9])[CH:4]=1.[NH2:10][C:11]1[S:12][CH:13]=[CH:14][N:15]=1.N1C2C(=CC=CC=2)C=C1.[NH:25]1[C:33]2[C:28](=[CH:29][CH:30]=[CH:31][CH:32]=2)[C:27]([C:34](OC)=[O:35])=[CH:26]1, predict the reaction product. The product is: [S:12]1[CH:13]=[CH:14][N:15]=[C:11]1[NH:10][C:34]([C:27]1[C:28]2[C:33](=[CH:32][CH:31]=[CH:30][CH:29]=2)[N:25]([CH2:2][C:3]2[CH:8]=[CH:7][CH:6]=[C:5]([Cl:9])[CH:4]=2)[CH:26]=1)=[O:35]. (8) Given the reactants [CH3:1][S:2]([OH:5])(=[O:4])=[O:3].O.CO, predict the reaction product. The product is: [OH2:3].[S:2]([OH:5])(=[O:4])(=[O:3])[CH3:1].[S:2]([OH:5])(=[O:4])(=[O:3])[CH3:1]. (9) Given the reactants [N+:1]([C:4]1[O:8][C:7]([C:9](Cl)=[O:10])=[CH:6][CH:5]=1)([O-:3])=[O:2].[C:12]([N:19]1[CH2:24][CH2:23][NH:22][CH2:21][CH2:20]1)([O:14][C:15]([CH3:18])([CH3:17])[CH3:16])=[O:13].C(OCC)(=O)C, predict the reaction product. The product is: [C:15]([O:14][C:12]([N:19]1[CH2:24][CH2:23][N:22]([C:9]([C:7]2[O:8][C:4]([N+:1]([O-:3])=[O:2])=[CH:5][CH:6]=2)=[O:10])[CH2:21][CH2:20]1)=[O:13])([CH3:18])([CH3:16])[CH3:17]. (10) Given the reactants [Cl:1][C:2]1[CH:3]=[C:4]([NH:16][C:17]2[C:26]3[C:21](=[CH:22][CH:23]=[CH:24][C:25]=3[O:27][C@H:28]([CH3:33])[C:29](OC)=[O:30])[N:20]=[CH:19][N:18]=2)[CH:5]=[CH:6][C:7]=1[O:8][CH2:9][C:10]1[CH:15]=[CH:14][CH:13]=[CH:12][N:11]=1.[OH:34][CH2:35][C@@H:36]1[CH2:40][CH2:39][CH2:38][NH:37]1, predict the reaction product. The product is: [Cl:1][C:2]1[CH:3]=[C:4]([NH:16][C:17]2[C:26]3[C:21](=[CH:22][CH:23]=[CH:24][C:25]=3[O:27][C@H:28]([CH3:33])[C:29]([N:37]3[CH2:38][CH2:39][CH2:40][C@H:36]3[CH2:35][OH:34])=[O:30])[N:20]=[CH:19][N:18]=2)[CH:5]=[CH:6][C:7]=1[O:8][CH2:9][C:10]1[CH:15]=[CH:14][CH:13]=[CH:12][N:11]=1.